Dataset: Catalyst prediction with 721,799 reactions and 888 catalyst types from USPTO. Task: Predict which catalyst facilitates the given reaction. (1) Reactant: [NH2:1][C@H:2]1[C@H:8]([C:9]2[CH:14]=[CH:13][C:12]([Cl:15])=[C:11]([Cl:16])[CH:10]=2)[O:7][CH2:6][CH2:5][N:4]([C:17]([O:19][C:20]([CH3:23])([CH3:22])[CH3:21])=[O:18])[CH2:3]1.[C:24]([O:28][C:29]([N-:31][S:32](N1C=CC(=[N+](C)C)C=C1)(=[O:34])=[O:33])=[O:30])([CH3:27])([CH3:26])[CH3:25]. Product: [C:24]([O:28][C:29]([NH:31][S:32]([NH:1][C@H:2]1[C@H:8]([C:9]2[CH:14]=[CH:13][C:12]([Cl:15])=[C:11]([Cl:16])[CH:10]=2)[O:7][CH2:6][CH2:5][N:4]([C:17]([O:19][C:20]([CH3:23])([CH3:22])[CH3:21])=[O:18])[CH2:3]1)(=[O:34])=[O:33])=[O:30])([CH3:27])([CH3:25])[CH3:26]. The catalyst class is: 115. (2) Reactant: [BH4-].[Na+].[CH2:3]([S:5]([C:8]1[CH:35]=[CH:34][C:11]([O:12][C:13]2[C:14]([CH:28]([OH:33])[C:29]([O:31]C)=[O:30])=[CH:15][C:16]3[N:20]=[C:19]([C:21]4[CH:26]=[CH:25][CH:24]=[CH:23][N:22]=4)[NH:18][C:17]=3[CH:27]=2)=[CH:10][CH:9]=1)(=[O:7])=[O:6])[CH3:4]. Product: [CH2:3]([S:5]([C:8]1[CH:9]=[CH:10][C:11]([O:12][C:13]2[C:14]([CH:28]([OH:33])[C:29]([OH:31])=[O:30])=[CH:15][C:16]3[N:20]=[C:19]([C:21]4[CH:26]=[CH:25][CH:24]=[CH:23][N:22]=4)[NH:18][C:17]=3[CH:27]=2)=[CH:34][CH:35]=1)(=[O:6])=[O:7])[CH3:4]. The catalyst class is: 5. (3) Reactant: [F:1][C:2]1[CH:26]=[C:25]([F:27])[CH:24]=[CH:23][C:3]=1[CH2:4][CH2:5][N:6]1[CH2:11][CH2:10][N:9]([C:12]([C:14]2[C:15]3[N:16]([CH:20]=[CH:21][N:22]=3)[CH:17]=[CH:18][CH:19]=2)=[O:13])[CH2:8][CH2:7]1.[ClH:28]. Product: [ClH:28].[F:1][C:2]1[CH:26]=[C:25]([F:27])[CH:24]=[CH:23][C:3]=1[CH2:4][CH2:5][N:6]1[CH2:7][CH2:8][N:9]([C:12]([C:14]2[C:15]3[N:16]([CH:20]=[CH:21][N:22]=3)[CH:17]=[CH:18][CH:19]=2)=[O:13])[CH2:10][CH2:11]1. The catalyst class is: 32. (4) Reactant: Br[C:2]1[CH:7]=[CH:6][C:5]([C:8]([OH:11])([CH3:10])[CH3:9])=[CH:4][CH:3]=1.C([O-])(=O)C.[K+].[B:17]1([B:17]2[O:21][C:20]([CH3:23])([CH3:22])[C:19]([CH3:25])([CH3:24])[O:18]2)[O:21][C:20]([CH3:23])([CH3:22])[C:19]([CH3:25])([CH3:24])[O:18]1. Product: [CH3:24][C:19]1([CH3:25])[C:20]([CH3:23])([CH3:22])[O:21][B:17]([C:2]2[CH:7]=[CH:6][C:5]([C:8]([OH:11])([CH3:10])[CH3:9])=[CH:4][CH:3]=2)[O:18]1. The catalyst class is: 18. (5) Reactant: [CH3:1][C:2]1[N:3]=[C:4]([CH3:33])[N:5]2[C:10]=1[C:9]([NH:11][C:12]1[CH:17]=[C:16]([O:18][CH3:19])[C:15]([O:20][CH3:21])=[C:14]([O:22][CH3:23])[CH:13]=1)=[N:8][C:7]([C:24]1[CH:29]=[CH:28][C:27]([N+:30]([O-])=O)=[CH:26][CH:25]=1)=[N:6]2. Product: [NH2:30][C:27]1[CH:26]=[CH:25][C:24]([C:7]2[N:8]=[C:9]([NH:11][C:12]3[CH:17]=[C:16]([O:18][CH3:19])[C:15]([O:20][CH3:21])=[C:14]([O:22][CH3:23])[CH:13]=3)[C:10]3=[C:2]([CH3:1])[N:3]=[C:4]([CH3:33])[N:5]3[N:6]=2)=[CH:29][CH:28]=1. The catalyst class is: 45. (6) Reactant: [BH4-].[Na+].[OH-].[Na+].[CH3:5][CH:6]([CH2:10][C:11](=[O:16])[CH2:12][CH:13]([CH3:15])[CH3:14])[C:7]([OH:9])=O. Product: [CH2:12]([CH:11]1[O:16][C:7](=[O:9])[CH:6]([CH3:5])[CH2:10]1)[CH:13]([CH3:14])[CH3:15]. The catalyst class is: 5. (7) Reactant: [C:1]([O:5][C:6]([NH:8][CH:9]([CH2:13][C:14]1[CH:23]=[CH:22][C:21]2[C:16](=[CH:17][CH:18]=[CH:19][CH:20]=2)[CH:15]=1)[C:10]([OH:12])=[O:11])=[O:7])([CH3:4])([CH3:3])[CH3:2].F[P-](F)(F)(F)(F)F.N1(OC(N(C)C)=[N+](C)C)C2C=CC=C[C:34]=2N=N1.ON1C2C=CC=CC=2N=N1.C(N(C(C)C)C(C)C)C. Product: [CH3:34][O:11][C:10](=[O:12])[C@@H:9]([NH:8][C:6]([O:5][C:1]([CH3:4])([CH3:2])[CH3:3])=[O:7])[CH2:13][C:14]1[CH:23]=[CH:22][C:21]2[C:16](=[CH:17][CH:18]=[CH:19][CH:20]=2)[CH:15]=1. The catalyst class is: 83.